Dataset: Full USPTO retrosynthesis dataset with 1.9M reactions from patents (1976-2016). Task: Predict the reactants needed to synthesize the given product. Given the product [CH3:22][N:20]1[CH:21]=[C:17]([C:14]2[N:13]=[N:12][C:11]([NH:3][NH:2][C:1]([O:5][C:6]([CH3:9])([CH3:8])[CH3:7])=[O:4])=[CH:16][CH:15]=2)[CH:18]=[N:19]1, predict the reactants needed to synthesize it. The reactants are: [C:1]([O:5][C:6]([CH3:9])([CH3:8])[CH3:7])(=[O:4])[NH:2][NH2:3].Cl[C:11]1[N:12]=[N:13][C:14]([C:17]2[CH:18]=[N:19][N:20]([CH3:22])[CH:21]=2)=[CH:15][CH:16]=1.O.C(=O)([O-])O.[Na+].